Dataset: Catalyst prediction with 721,799 reactions and 888 catalyst types from USPTO. Task: Predict which catalyst facilitates the given reaction. (1) Reactant: [NH:1]1[C:9]2[C:4](=[CH:5][CH:6]=[CH:7][CH:8]=2)[C:3]([CH2:10][CH:11]2[C:20]3[N:16]([C:17]([C:21]4[CH:26]=[CH:25][CH:24]=[CH:23][CH:22]=4)=[N:18][N:19]=3)[C:15]3[CH:27]=[CH:28][CH:29]=[CH:30][C:14]=3[N:13]([CH2:31][C:32](O)=[O:33])[C:12]2=[O:35])=[CH:2]1.[CH2:36]([O:38][C:39]1[N:44]=[CH:43][C:42]([NH:45][CH:46]([CH3:48])[CH3:47])=[CH:41][CH:40]=1)[CH3:37].P(Cl)(Cl)Cl. Product: [CH2:36]([O:38][C:39]1[N:44]=[CH:43][C:42]([N:45]([CH:46]([CH3:47])[CH3:48])[C:32](=[O:33])[CH2:31][N:13]2[C:12](=[O:35])[CH:11]([CH2:10][C:3]3[C:4]4[C:9](=[CH:8][CH:7]=[CH:6][CH:5]=4)[NH:1][CH:2]=3)[C:20]3[N:16]([C:17]([C:21]4[CH:26]=[CH:25][CH:24]=[CH:23][CH:22]=4)=[N:18][N:19]=3)[C:15]3[CH:27]=[CH:28][CH:29]=[CH:30][C:14]2=3)=[CH:41][CH:40]=1)[CH3:37]. The catalyst class is: 68. (2) Reactant: [O:1]=[C:2]1[NH:6][C:5]2[CH:7]=[CH:8][C:9]([NH:11][C:12](=[O:16])[C:13]([OH:15])=O)=[CH:10][C:4]=2[S:3]1.[CH3:17][C:18]1[CH:30]=[CH:29][C:21]([CH2:22][CH:23]2[CH2:28][CH2:27][NH:26][CH2:25][CH2:24]2)=[CH:20][CH:19]=1. Product: [CH3:17][C:18]1[CH:19]=[CH:20][C:21]([CH2:22][CH:23]2[CH2:28][CH2:27][N:26]([C:13](=[O:15])[C:12]([NH:11][C:9]3[CH:8]=[CH:7][C:5]4[NH:6][C:2](=[O:1])[S:3][C:4]=4[CH:10]=3)=[O:16])[CH2:25][CH2:24]2)=[CH:29][CH:30]=1. The catalyst class is: 27. (3) Reactant: [C:1]([N:3]1[CH2:8][CH2:7][CH:6]([N:9]([CH:23]2[CH2:25][CH2:24]2)[C:10](=[O:22])[C:11]2[CH:16]=[CH:15][C:14]([C:17]3[O:21][CH:20]=[N:19][CH:18]=3)=[CH:13][CH:12]=2)[CH2:5][CH2:4]1)#[N:2].Cl.[NH2:27][OH:28].C(=O)([O-])[O-].[K+].[K+]. Product: [CH:23]1([N:9]([CH:6]2[CH2:7][CH2:8][N:3]([C:1](=[NH:2])[NH:27][OH:28])[CH2:4][CH2:5]2)[C:10](=[O:22])[C:11]2[CH:12]=[CH:13][C:14]([C:17]3[O:21][CH:20]=[N:19][CH:18]=3)=[CH:15][CH:16]=2)[CH2:25][CH2:24]1. The catalyst class is: 40.